Task: Regression/Classification. Given a drug SMILES string, predict its absorption, distribution, metabolism, or excretion properties. Task type varies by dataset: regression for continuous measurements (e.g., permeability, clearance, half-life) or binary classification for categorical outcomes (e.g., BBB penetration, CYP inhibition). Dataset: cyp3a4_veith.. Dataset: CYP3A4 inhibition data for predicting drug metabolism from PubChem BioAssay The compound is O=C(NC1CCCCC1)NC1CC2CCC(C1)N2Cc1nnnn1Cc1ccc2c(c1)OCO2. The result is 1 (inhibitor).